This data is from Catalyst prediction with 721,799 reactions and 888 catalyst types from USPTO. The task is: Predict which catalyst facilitates the given reaction. Reactant: [ClH:1].Br[C:3]1[CH:8]=[CH:7][N:6]=[CH:5][CH:4]=1.[C:9]([C:12]1[CH:17]=[CH:16][C:15](OB(O)O)=[CH:14][CH:13]=1)([OH:11])=[O:10].C(=O)([O-])[O-].[Na+].[Na+].C(OCC)(=O)C. Product: [ClH:1].[N:6]1[CH:7]=[CH:8][C:3]([C:15]2[CH:16]=[CH:17][C:12]([C:9]([OH:11])=[O:10])=[CH:13][CH:14]=2)=[CH:4][CH:5]=1. The catalyst class is: 398.